Dataset: TCR-epitope binding with 47,182 pairs between 192 epitopes and 23,139 TCRs. Task: Binary Classification. Given a T-cell receptor sequence (or CDR3 region) and an epitope sequence, predict whether binding occurs between them. (1) The epitope is YLNTLTLAV. The TCR CDR3 sequence is CASSFRDEQFF. Result: 1 (the TCR binds to the epitope). (2) The epitope is VLWAHGFEL. The TCR CDR3 sequence is CASSLGGVEQFF. Result: 1 (the TCR binds to the epitope). (3) The TCR CDR3 sequence is CASSLGGGQGEGELFF. Result: 1 (the TCR binds to the epitope). The epitope is NLVPMVATV. (4) The epitope is LEPLVDLPI. The TCR CDR3 sequence is CASFKSRDTGNTEAFF. Result: 1 (the TCR binds to the epitope). (5) The epitope is HTTDPSFLGRY. The TCR CDR3 sequence is CASRRDFSYEQYF. Result: 1 (the TCR binds to the epitope).